Dataset: Catalyst prediction with 721,799 reactions and 888 catalyst types from USPTO. Task: Predict which catalyst facilitates the given reaction. (1) Reactant: [C:1]([C:5]1[CH:24]=[C:23]([F:25])[CH:22]=[CH:21][C:6]=1[O:7][CH:8]1[CH2:13][CH2:12][N:11]([C:14]([C:16]2[N:20]=[CH:19][NH:18][N:17]=2)=[O:15])[CH2:10][CH2:9]1)([CH3:4])([CH3:3])[CH3:2].[CH3:26][S:27](Cl)(=[O:29])=[O:28]. Product: [C:1]([C:5]1[CH:24]=[C:23]([F:25])[CH:22]=[CH:21][C:6]=1[O:7][CH:8]1[CH2:9][CH2:10][N:11]([C:14]([C:16]2[N:20]=[CH:19][N:18]([S:27]([CH3:26])(=[O:29])=[O:28])[N:17]=2)=[O:15])[CH2:12][CH2:13]1)([CH3:4])([CH3:2])[CH3:3]. The catalyst class is: 17. (2) Reactant: [C:1]([O:5][C:6]([NH:8][CH2:9][C@H:10]1[CH2:15][CH2:14][C@H:13]([C:16]([NH:18][C@H:19]([C:37](=[O:49])[NH:38][C:39]2[CH:47]=[C:46]3[C:42]([C:43](=[O:48])[NH:44][NH:45]3)=[CH:41][CH:40]=2)[CH2:20][C:21]2[CH:26]=[CH:25][C:24]([C:27]3[CH:32]=[CH:31][C:30]([C:33](O)=[O:34])=[CH:29][C:28]=3[CH3:36])=[CH:23][CH:22]=2)=[O:17])[CH2:12][CH2:11]1)=[O:7])([CH3:4])([CH3:3])[CH3:2].[C:50]([O:54][C:55]([N:57]1[CH2:61][CH2:60][C@H:59]([NH2:62])[CH2:58]1)=[O:56])([CH3:53])([CH3:52])[CH3:51].F[P-](F)(F)(F)(F)F.CN(C(ON1C2=NC=CC=C2N=N1)=[N+](C)C)C.C(N(CC)C(C)C)(C)C. Product: [C:1]([O:5][C:6]([NH:8][CH2:9][C@H:10]1[CH2:15][CH2:14][C@H:13]([C:16]([NH:18][C@H:19]([C:37](=[O:49])[NH:38][C:39]2[CH:47]=[C:46]3[C:42]([C:43](=[O:48])[NH:44][NH:45]3)=[CH:41][CH:40]=2)[CH2:20][C:21]2[CH:26]=[CH:25][C:24]([C:27]3[CH:32]=[CH:31][C:30]([C:33]([NH:62][C@H:59]4[CH2:60][CH2:61][N:57]([C:55]([O:54][C:50]([CH3:53])([CH3:51])[CH3:52])=[O:56])[CH2:58]4)=[O:34])=[CH:29][C:28]=3[CH3:36])=[CH:23][CH:22]=2)=[O:17])[CH2:12][CH2:11]1)=[O:7])([CH3:4])([CH3:2])[CH3:3]. The catalyst class is: 7. (3) Reactant: [NH2:1][C@@H:2]1[C:14]2[C:6](=[CH:7][C:8]3[O:12][CH2:11][O:10][C:9]=3[CH:13]=2)[C@@H:5]([C:15]2[CH:20]=[C:19]([O:21][CH3:22])[C:18]([OH:23])=[C:17]([O:24][CH3:25])[CH:16]=2)[C@H:4]2[C:26](=[O:29])[O:27][CH2:28][C@H:3]12.[Si:30](Cl)([C:33]([CH3:36])([CH3:35])[CH3:34])([CH3:32])[CH3:31].N1C=CN=C1. Product: [NH2:1][C@@H:2]1[C:14]2[C:6](=[CH:7][C:8]3[O:12][CH2:11][O:10][C:9]=3[CH:13]=2)[C@@H:5]([C:15]2[CH:16]=[C:17]([O:24][CH3:25])[C:18]([O:23][Si:30]([C:33]([CH3:36])([CH3:35])[CH3:34])([CH3:32])[CH3:31])=[C:19]([O:21][CH3:22])[CH:20]=2)[C@H:4]2[C:26](=[O:29])[O:27][CH2:28][C@H:3]12. The catalyst class is: 9.